Dataset: NCI-60 drug combinations with 297,098 pairs across 59 cell lines. Task: Regression. Given two drug SMILES strings and cell line genomic features, predict the synergy score measuring deviation from expected non-interaction effect. Drug 1: C1=CN(C=N1)CC(O)(P(=O)(O)O)P(=O)(O)O. Drug 2: C(CCl)NC(=O)N(CCCl)N=O. Synergy scores: CSS=-3.38, Synergy_ZIP=-0.419, Synergy_Bliss=-2.32, Synergy_Loewe=-1.73, Synergy_HSA=-2.33. Cell line: UO-31.